Dataset: Forward reaction prediction with 1.9M reactions from USPTO patents (1976-2016). Task: Predict the product of the given reaction. (1) Given the reactants C1(=O)[N:5]([CH2:6][CH2:7][CH2:8][CH2:9][C:10]([CH3:14])([CH3:13])[CH2:11][OH:12])C(=O)C2=CC=CC=C12.O.NN.C(NN)(=O)C1C(=CC=CC=1)C(NN)=O, predict the reaction product. The product is: [NH2:5][CH2:6][CH2:7][CH2:8][CH2:9][C:10]([CH3:14])([CH3:13])[CH2:11][OH:12]. (2) Given the reactants [CH2:1]([C:3]1[CH:4]=[C:5]2[C:9](=[CH:10][C:11]=1[CH2:12][CH3:13])[C:8](=[O:14])[CH2:7][CH2:6]2)[CH3:2].[N:15](OCCCC)=[O:16].Cl, predict the reaction product. The product is: [CH2:1]([C:3]1[CH:4]=[C:5]2[C:9](=[CH:10][C:11]=1[CH2:12][CH3:13])[C:8](=[O:14])[C:7](=[N:15][OH:16])[CH2:6]2)[CH3:2]. (3) Given the reactants [CH3:1][O:2][C:3]1[N:4]=[C:5]2[C:10](=[CH:11][CH:12]=1)[N:9]=[CH:8][CH:7]=[C:6]2[NH:13][C:14]([N:16]1[CH2:21][CH2:20][O:19][C@@H:18]([CH2:22][NH:23]C(=O)OC(C)(C)C)[CH2:17]1)=[O:15].Cl.CCN(C(C)C)C(C)C.[O:41]=[C:42]1[CH2:47][S:46][C:45]2[CH:48]=[CH:49][C:50]([CH:52]=O)=[N:51][C:44]=2[NH:43]1.[BH4-].[Na+], predict the reaction product. The product is: [CH3:1][O:2][C:3]1[N:4]=[C:5]2[C:10](=[CH:11][CH:12]=1)[N:9]=[CH:8][CH:7]=[C:6]2[NH:13][C:14]([N:16]1[CH2:21][CH2:20][O:19][C@@H:18]([CH2:22][NH:23][CH2:52][C:50]2[CH:49]=[CH:48][C:45]3[S:46][CH2:47][C:42](=[O:41])[NH:43][C:44]=3[N:51]=2)[CH2:17]1)=[O:15]. (4) The product is: [Cl:71][C:59]1[CH:58]=[CH:57][C:56]([C:55]2[C:50]([C@@H:40]([NH:39][C:85](=[O:86])[CH:84]([C:78]3[CH:83]=[CH:82][CH:81]=[CH:80][CH:79]=3)[CH3:88])[CH2:41][C:42]3[CH:47]=[C:46]([F:48])[CH:45]=[C:44]([F:49])[CH:43]=3)=[N:51][C:52]([C:72]#[C:73][C:74]([OH:77])([CH3:75])[CH3:76])=[CH:53][CH:54]=2)=[C:64]2[C:60]=1[C:61]([NH:66][S:67]([CH3:70])(=[O:68])=[O:69])=[N:62][N:63]2[CH3:65]. Given the reactants BrC1C([C@@H](NC(=O)CN2C3C(F)(F)CCC(F)(F)C=3C(C(F)F)=N2)CC2C=C(F)C=C(F)C=2)=NC=C(Br)C=1.[NH2:39][C@H:40]([C:50]1[C:55]([C:56]2[CH:57]=[CH:58][C:59]([Cl:71])=[C:60]3[C:64]=2[N:63]([CH3:65])[N:62]=[C:61]3[NH:66][S:67]([CH3:70])(=[O:69])=[O:68])=[CH:54][CH:53]=[C:52]([C:72]#[C:73][C:74]([OH:77])([CH3:76])[CH3:75])[N:51]=1)[CH2:41][C:42]1[CH:47]=[C:46]([F:48])[CH:45]=[C:44]([F:49])[CH:43]=1.[C:78]1([CH:84]([CH3:88])[C:85](O)=[O:86])[CH:83]=[CH:82][CH:81]=[CH:80][CH:79]=1, predict the reaction product. (5) Given the reactants [Cl:1][C:2]1[CH:7]=[CH:6][C:5]([CH2:8][C@@H:9]([NH:24][C:25]([O:27]C(C)(C)C)=O)[C:10](=[O:23])[N:11]2[CH2:16][CH2:15][N:14]([C:17]3[CH:22]=[CH:21][CH:20]=[CH:19][N:18]=3)[CH2:13][CH2:12]2)=[CH:4][CH:3]=1.Cl.CCN(C(C)C)C(C)C.[N:42]1([C:55]([O:57][C:58]([CH3:61])([CH3:60])[CH3:59])=[O:56])[CH2:51][C:50]2[C:45](=[CH:46][CH:47]=[CH:48][CH:49]=2)[CH2:44][C@H:43]1[C:52]([OH:54])=O.CCN=C=NCCCN(C)C.CI.C1C=NC2N(O)N=NC=2C=1, predict the reaction product. The product is: [Cl:1][C:2]1[CH:7]=[CH:6][C:5]([CH2:8][C@@H:9]([NH:24][C:52]([C@@H:43]2[CH2:44][C:45]3[C:50](=[CH:49][CH:48]=[CH:47][CH:46]=3)[CH2:51][N:42]2[C:55]([O:57][C:58]([CH3:61])([CH3:60])[CH3:59])=[O:56])=[O:54])[C:10](=[O:23])[N:11]2[CH2:12][CH2:13][N:14]([C:17]3[CH:22]=[CH:21][CH:20]=[CH:19][N:18]=3)[CH2:15][CH2:16]2)=[CH:4][CH:3]=1.[Cl:1][C:2]1[CH:7]=[CH:6][C:5]([CH2:8][C@@H:9]([NH:24][C:25]([C@@H:43]2[CH2:44][C:45]3[C:50](=[CH:49][CH:48]=[CH:47][CH:46]=3)[CH2:51][NH:42]2)=[O:27])[C:10](=[O:23])[N:11]2[CH2:16][CH2:15][N:14]([C:17]3[CH:22]=[CH:21][CH:20]=[CH:19][N:18]=3)[CH2:13][CH2:12]2)=[CH:4][CH:3]=1. (6) Given the reactants [CH:1]1([CH2:7][OH:8])[CH2:6][CH2:5][CH:4]=[CH:3][CH2:2]1.CCN(CC)CC.Cl[S:17]([N:20]=C=O)(=[O:19])=[O:18].C(O)=O, predict the reaction product. The product is: [S:17](=[O:19])(=[O:18])([O:8][CH2:7][CH:1]1[CH2:6][CH2:5][CH:4]=[CH:3][CH2:2]1)[NH2:20]. (7) Given the reactants [Li].[H-].[C:3]([C:5]1([OH:18])[CH2:10][CH2:9][N:8]([C:11]([O:13][C:14]([CH3:17])([CH3:16])[CH3:15])=[O:12])[CH2:7][CH2:6]1)#[N:4], predict the reaction product. The product is: [NH2:4][CH2:3][C:5]1([OH:18])[CH2:6][CH2:7][N:8]([C:11]([O:13][C:14]([CH3:16])([CH3:15])[CH3:17])=[O:12])[CH2:9][CH2:10]1. (8) Given the reactants C([O:3][C:4]([C:6]1([CH2:12][NH:13][C:14]2[O:15][C:16]3[CH:22]=[C:21]([O:23][C:24]4[CH:29]=[CH:28][N:27]=[C:26]([C:30](=[O:33])[NH:31][CH3:32])[CH:25]=4)[CH:20]=[CH:19][C:17]=3[N:18]=2)[CH2:11][CH2:10][CH2:9][CH2:8][CH2:7]1)=[O:5])C.[OH-].[Na+].C1COCC1, predict the reaction product. The product is: [CH3:32][NH:31][C:30]([C:26]1[CH:25]=[C:24]([O:23][C:21]2[CH:20]=[CH:19][C:17]3[N:18]=[C:14]([NH:13][CH2:12][C:6]4([C:4]([OH:5])=[O:3])[CH2:11][CH2:10][CH2:9][CH2:8][CH2:7]4)[O:15][C:16]=3[CH:22]=2)[CH:29]=[CH:28][N:27]=1)=[O:33]. (9) Given the reactants [Cl:1][C:2]1[N:7]=[C:6]([N:8]2[CH2:13][CH2:12][CH:11]([NH:14]C(=O)OC(C)(C)C)[CH2:10][CH2:9]2)[CH:5]=[C:4]([C:22]2[N:26]=[CH:25][O:24][N:23]=2)[CH:3]=1, predict the reaction product. The product is: [ClH:1].[Cl:1][C:2]1[N:7]=[C:6]([N:8]2[CH2:9][CH2:10][CH:11]([NH2:14])[CH2:12][CH2:13]2)[CH:5]=[C:4]([C:22]2[N:26]=[CH:25][O:24][N:23]=2)[CH:3]=1.